From a dataset of Full USPTO retrosynthesis dataset with 1.9M reactions from patents (1976-2016). Predict the reactants needed to synthesize the given product. (1) Given the product [Cl:1][C:2]1[CH:3]=[N:4][C:5]2[N:6]([N:8]=[C:9]([C:11]([N:21]3[CH2:22][CH2:23][C:18]4[S:17][CH:16]=[C:15]([F:14])[C:19]=4[CH:20]3[CH3:24])=[O:13])[CH:10]=2)[CH:7]=1, predict the reactants needed to synthesize it. The reactants are: [Cl:1][C:2]1[CH:3]=[N:4][C:5]2[N:6]([N:8]=[C:9]([C:11]([OH:13])=O)[CH:10]=2)[CH:7]=1.[F:14][C:15]1[C:19]2[CH:20]([CH3:24])[NH:21][CH2:22][CH2:23][C:18]=2[S:17][CH:16]=1. (2) Given the product [C:5]([N:9]1[C:13]([NH:14][C:35](=[O:36])[C:34]2[CH:33]=[CH:32][C:31]([N:25]3[CH2:30][CH2:29][NH:28][CH2:27][CH2:26]3)=[CH:41][CH:40]=2)=[CH:12][C:11]([CH2:15][CH2:16][C:17]2[CH:22]=[CH:21][CH:20]=[C:19]([O:23][CH3:24])[CH:18]=2)=[N:10]1)([CH3:8])([CH3:7])[CH3:6], predict the reactants needed to synthesize it. The reactants are: C[Al](C)C.[C:5]([N:9]1[C:13]([NH2:14])=[CH:12][C:11]([CH2:15][CH2:16][C:17]2[CH:22]=[CH:21][CH:20]=[C:19]([O:23][CH3:24])[CH:18]=2)=[N:10]1)([CH3:8])([CH3:7])[CH3:6].[N:25]1([C:31]2[CH:41]=[CH:40][C:34]([C:35](OCC)=[O:36])=[CH:33][CH:32]=2)[CH2:30][CH2:29][NH:28][CH2:27][CH2:26]1. (3) Given the product [CH3:37][O:38][C:39]1[CH:44]=[CH:43][CH:42]=[C:41]2[C:40]=1[NH:45][C:22]([C:23]1[CH:24]=[CH:25][CH:26]=[CH:27][CH:28]=1)=[C:21]2[CH2:20][CH2:19][CH2:18][N:15]1[CH2:16][CH2:17][CH:12]([C:8]2[CH:7]=[C:6]([NH:5][C:3](=[O:4])[CH:2]([CH3:1])[CH3:30])[CH:11]=[CH:10][CH:9]=2)[CH2:13][CH2:14]1, predict the reactants needed to synthesize it. The reactants are: [CH3:1][CH:2]([CH3:30])[C:3]([NH:5][C:6]1[CH:11]=[CH:10][CH:9]=[C:8]([CH:12]2[CH2:17][CH2:16][N:15]([CH2:18][CH2:19][CH2:20][CH2:21][C:22](=O)[C:23]3[CH:28]=[CH:27][CH:26]=[CH:25][CH:24]=3)[CH2:14][CH2:13]2)[CH:7]=1)=[O:4].C(N)(=O)CC.Cl.[CH3:37][O:38][C:39]1[CH:44]=[CH:43][CH:42]=[CH:41][C:40]=1[NH:45]N. (4) Given the product [C:22]1([C:25]2[CH:30]=[CH:29][CH:28]=[CH:27][CH:26]=2)[CH:21]=[CH:20][C:19]([C:17]([N:16]([CH3:31])[C:13]2[CH:14]=[CH:15][C:10]([C@@H:8]3[CH2:9][C@H:7]3[N:6]([CH2:5][CH:2]3[CH2:4][CH2:3]3)[C:38](=[O:39])[O:40][C:41]([CH3:44])([CH3:43])[CH3:42])=[CH:11][CH:12]=2)=[O:18])=[CH:24][CH:23]=1, predict the reactants needed to synthesize it. The reactants are: Cl.[CH:2]1([CH2:5][NH:6][C@@H:7]2[CH2:9][C@H:8]2[C:10]2[CH:15]=[CH:14][C:13]([NH:16][C:17]([C:19]3[CH:24]=[CH:23][C:22]([C:25]4[CH:30]=[CH:29][CH:28]=[CH:27][CH:26]=4)=[CH:21][CH:20]=3)=[O:18])=[CH:12][CH:11]=2)[CH2:4][CH2:3]1.[CH2:31](N(CC)CC)C.[C:38](O[C:38]([O:40][C:41]([CH3:44])([CH3:43])[CH3:42])=[O:39])([O:40][C:41]([CH3:44])([CH3:43])[CH3:42])=[O:39].O. (5) The reactants are: [CH:1]1[CH:2]=[CH:3][N:4]2[CH2:10][C:9]3[CH:11]=[CH:12][CH:13]=[CH:14][C:8]=3[N:7]([C:15]([C:17]3[CH:22]=[CH:21][C:20](B4OC(C)(C)C(C)(C)O4)=[CH:19][C:18]=3[Cl:32])=[O:16])[CH2:6][C:5]=12.FC(F)(F)S(O[C:39]1[C:48]2[C:43](=[CH:44][CH:45]=[CH:46][CH:47]=2)[CH:42]=[CH:41][CH:40]=1)(=O)=O. Given the product [CH:1]1[CH:2]=[CH:3][N:4]2[CH2:10][C:9]3[CH:11]=[CH:12][CH:13]=[CH:14][C:8]=3[N:7]([C:15]([C:17]3[CH:22]=[CH:21][C:20]([C:42]4[C:43]5[C:48](=[CH:47][CH:46]=[CH:45][CH:44]=5)[CH2:39][CH2:40][CH:41]=4)=[CH:19][C:18]=3[Cl:32])=[O:16])[CH2:6][C:5]=12, predict the reactants needed to synthesize it. (6) Given the product [F:8][C:6]1[CH:5]=[CH:4][C:3]([C:9]2[N:14]=[CH:13][N:12]=[C:11]([NH:15][C:16]3[CH:31]=[CH:30][CH:29]=[C:18]([CH2:19][S:20]([CH3:22])(=[NH:23])=[O:21])[CH:17]=3)[N:10]=2)=[C:2]([O:42][CH2:41][C:35]2[CH:34]=[C:33]([F:32])[C:38]([F:39])=[C:37]([F:40])[CH:36]=2)[CH:7]=1, predict the reactants needed to synthesize it. The reactants are: F[C:2]1[CH:7]=[C:6]([F:8])[CH:5]=[CH:4][C:3]=1[C:9]1[N:14]=[CH:13][N:12]=[C:11]([NH:15][C:16]2[CH:17]=[C:18]([CH:29]=[CH:30][CH:31]=2)[CH2:19][S:20](=[N:23]C(=O)OCC)([CH3:22])=[O:21])[N:10]=1.[F:32][C:33]1[CH:34]=[C:35]([CH2:41][OH:42])[CH:36]=[C:37]([F:40])[C:38]=1[F:39].